From a dataset of Full USPTO retrosynthesis dataset with 1.9M reactions from patents (1976-2016). Predict the reactants needed to synthesize the given product. (1) Given the product [CH3:82][CH:80]([CH2:79][C@H:78]([NH:77][C:76]([CH2:75][NH:74][C:73]([C@@H:65]([NH:64][C:63]([C@@H:60]([NH:59][C:58]([C@@H:53]([NH:52][C:51]([C@@H:40]([NH:39][C:38]([C@@H:33]([NH:32][C:31]([C@@H:22]([NH2:21])[CH2:23][C:24]1[CH:25]=[CH:26][C:27]([OH:30])=[CH:28][CH:29]=1)=[O:114])[CH2:34][C:35]([NH2:36])=[O:37])=[O:113])[CH2:41][C:42]1[C:50]2[C:45](=[CH:46][CH:47]=[CH:48][CH:49]=2)[NH:44][CH:43]=1)=[O:112])[CH2:54][C:55]([NH2:56])=[O:57])=[O:111])[CH2:61][OH:62])=[O:110])[CH2:66][C:67]1[CH:68]=[CH:69][CH:70]=[CH:71][CH:72]=1)=[O:109])=[O:108])[C:83]([NH:84][C@H:85]([C:93]([NH:94][C@H:95]([C:103]([NH2:104])=[O:105])[CH2:96][C:97]1[CH:98]=[CH:99][CH:100]=[CH:101][CH:102]=1)=[O:106])[CH2:86][CH2:87][CH2:88][N:89]=[C:90]([NH2:91])[NH2:92])=[O:107])[CH3:81], predict the reactants needed to synthesize it. The reactants are: CC(C[C@H](N)C(N1[C@H](C(O)=N[C@H](C(O)=[N:21][C@H:22]([C:31]([OH:114])=[N:32][C@H:33]([C:38]([OH:113])=[N:39][C@H:40]([C:51]([OH:112])=[N:52][C@H:53]([C:58]([OH:111])=[N:59][C@H:60]([C:63]([OH:110])=[N:64][C@H:65]([C:73]([OH:109])=[N:74][CH2:75][C:76]([OH:108])=[N:77][C@H:78]([C:83]([OH:107])=[N:84][C@H:85]([C:93]([OH:106])=[N:94][C@H:95]([C:103]([OH:105])=[NH:104])[CH2:96][C:97]2[CH:102]=[CH:101][CH:100]=[CH:99][CH:98]=2)[CH2:86][CH2:87][CH2:88][NH:89][C:90]([NH2:92])=[NH:91])[CH2:79][CH:80]([CH3:82])[CH3:81])[CH2:66][C:67]2[CH:72]=[CH:71][CH:70]=[CH:69][CH:68]=2)[CH2:61][OH:62])[CH2:54][C:55]([OH:57])=[NH:56])[CH2:41][C:42]2[C:50]3[C:45](=[CH:46][CH:47]=[CH:48][CH:49]=3)[NH:44][CH:43]=2)[CH2:34][C:35]([OH:37])=[NH:36])[CH2:23][C:24]2[CH:29]=[CH:28][C:27]([OH:30])=[CH:26][CH:25]=2)CC(O)=N)CCC1)=O)C. (2) Given the product [C:1]([C:3]1[C:4]([N:12]=[CH:13][N:14]([CH3:16])[CH3:15])=[N:5][C:6]([CH:9]([CH3:11])[CH3:10])=[C:7]([F:17])[CH:8]=1)#[N:2], predict the reactants needed to synthesize it. The reactants are: [C:1]([C:3]1[C:4]([N:12]=[CH:13][N:14]([CH3:16])[CH3:15])=[N:5][C:6]([CH:9]([CH3:11])[CH3:10])=[CH:7][CH:8]=1)#[N:2].[F:17][B-](F)(F)F.F[B-](F)(F)F.ClC[N+]12CC[N+](F)(CC1)CC2.